This data is from Forward reaction prediction with 1.9M reactions from USPTO patents (1976-2016). The task is: Predict the product of the given reaction. (1) Given the reactants [NH:1]1[C:5]2=[CH:6][N:7]=[CH:8][CH:9]=[C:4]2[CH:3]=[CH:2]1.Br[C:11]1[CH:16]=[CH:15][C:14]([Cl:17])=[CH:13][CH:12]=1.[O-]P([O-])([O-])=O.[K+].[K+].[K+], predict the reaction product. The product is: [Cl:17][C:14]1[CH:15]=[CH:16][C:11]([N:1]2[C:5]3=[CH:6][N:7]=[CH:8][CH:9]=[C:4]3[CH:3]=[CH:2]2)=[CH:12][CH:13]=1. (2) The product is: [Cl:10][C:5]1[C:6]([Cl:9])=[C:7]2[N:8]=[C:18]([C:17]3[CH:21]=[CH:22][C:14]([N+:11]([O-:13])=[O:12])=[CH:15][CH:16]=3)[NH:1][C:2]2=[N:3][CH:4]=1. Given the reactants [NH2:1][C:2]1[C:7]([NH2:8])=[C:6]([Cl:9])[C:5]([Cl:10])=[CH:4][N:3]=1.[N+:11]([C:14]1[CH:22]=[CH:21][C:17]([C:18](O)=O)=[CH:16][CH:15]=1)([O-:13])=[O:12], predict the reaction product. (3) Given the reactants Br[C:2]1[N:7]=[C:6]([NH:8][C:9]([C:11]2([C:14]3[CH:24]=[CH:23][C:17]4[O:18][C:19]([F:22])([F:21])[O:20][C:16]=4[CH:15]=3)[CH2:13][CH2:12]2)=[O:10])[CH:5]=[CH:4][CH:3]=1.[CH3:25][O:26][C:27]1[C:32](B(O)O)=[CH:31][CH:30]=[CH:29][N:28]=1.C(=O)([O-])[O-].[Na+].[Na+], predict the reaction product. The product is: [F:21][C:19]1([F:22])[O:18][C:17]2[CH:23]=[CH:24][C:14]([C:11]3([C:9]([NH:8][C:6]4[N:7]=[C:2]([C:32]5[C:27]([O:26][CH3:25])=[N:28][CH:29]=[CH:30][CH:31]=5)[CH:3]=[CH:4][CH:5]=4)=[O:10])[CH2:13][CH2:12]3)=[CH:15][C:16]=2[O:20]1. (4) The product is: [S:23](=[O:24])(=[O:22])([OH:26])[OH:25].[Cl:1][C:2]1[CH:7]=[CH:6][CH:5]=[CH:4][C:3]=1[CH:8]([N:13]1[CH2:18][CH2:17][C:16]2[S:19][CH:20]=[CH:21][C:15]=2[CH2:14]1)[C:9]([O:11][CH3:12])=[O:10]. Given the reactants [Cl:1][C:2]1[CH:7]=[CH:6][CH:5]=[CH:4][C:3]=1[CH:8]([N:13]1[CH2:18][CH2:17][C:16]2[S:19][CH:20]=[CH:21][C:15]=2[CH2:14]1)[C:9]([O:11][CH3:12])=[O:10].[OH:22][S:23]([OH:26])(=[O:25])=[O:24], predict the reaction product. (5) Given the reactants [F:1][C:2]1[C:3]([C:23]([N:25]2[CH2:30][CH2:29][O:28][CH2:27][CH2:26]2)=[O:24])=[CH:4][C:5]2[O:9]C(C3C=CC=CC=3)(C3C=CC=CC=3)[O:7][C:6]=2[CH:22]=1.C([SiH](CC)CC)C, predict the reaction product. The product is: [F:1][C:2]1[CH:22]=[C:6]([OH:7])[C:5]([OH:9])=[CH:4][C:3]=1[C:23]([N:25]1[CH2:30][CH2:29][O:28][CH2:27][CH2:26]1)=[O:24].